This data is from Forward reaction prediction with 1.9M reactions from USPTO patents (1976-2016). The task is: Predict the product of the given reaction. (1) Given the reactants [C:1](/[CH:3]=[CH:4]/[S:5]([C:8]1[CH:13]=[CH:12][C:11]([C:14]([CH3:19])([CH3:18])[C:15]([OH:17])=O)=[CH:10][CH:9]=1)(=[O:7])=[O:6])#[N:2].[NH:20]1[CH2:25][CH2:24][O:23][CH2:22][CH2:21]1.Cl.CN(C)CCCN=C=NCC.ON1C2C=CC=CC=2N=N1.C(=O)(O)[O-].[Na+], predict the reaction product. The product is: [CH3:18][C:14]([C:11]1[CH:10]=[CH:9][C:8]([S:5](/[CH:4]=[CH:3]/[C:1]#[N:2])(=[O:6])=[O:7])=[CH:13][CH:12]=1)([CH3:19])[C:15]([N:20]1[CH2:25][CH2:24][O:23][CH2:22][CH2:21]1)=[O:17]. (2) Given the reactants [OH-].[K+].[CH3:3][CH:4]([O:6][C:7]1[CH:16]=[C:15]2[C:10]([C:11]([C:40]([O:42]C)=[O:41])=[C:12]([CH2:27][N:28]3[CH2:33][CH2:32][CH:31]([N:34]4[CH2:39][CH2:38][O:37][CH2:36][CH2:35]4)[CH2:30][CH2:29]3)[C:13]([C:17]3[CH:22]=[CH:21][CH:20]=[C:19]([C:23]([F:26])([F:25])[F:24])[CH:18]=3)=[N:14]2)=[CH:9][C:8]=1[S:44]([CH3:47])(=[O:46])=[O:45])[CH3:5], predict the reaction product. The product is: [CH3:5][CH:4]([O:6][C:7]1[CH:16]=[C:15]2[C:10]([C:11]([C:40]([OH:42])=[O:41])=[C:12]([CH2:27][N:28]3[CH2:29][CH2:30][CH:31]([N:34]4[CH2:39][CH2:38][O:37][CH2:36][CH2:35]4)[CH2:32][CH2:33]3)[C:13]([C:17]3[CH:22]=[CH:21][CH:20]=[C:19]([C:23]([F:26])([F:24])[F:25])[CH:18]=3)=[N:14]2)=[CH:9][C:8]=1[S:44]([CH3:47])(=[O:46])=[O:45])[CH3:3]. (3) Given the reactants COC1C=CC(P2(SP(C3C=CC(OC)=CC=3)(=S)S2)=[S:10])=CC=1.[F:23][C:24]1[CH:35]=[CH:34][C:27]([CH2:28][N:29]([CH3:33])[C:30](=O)[CH3:31])=[CH:26][CH:25]=1, predict the reaction product. The product is: [F:23][C:24]1[CH:35]=[CH:34][C:27]([CH2:28][N:29]([CH3:33])[C:30](=[S:10])[CH3:31])=[CH:26][CH:25]=1.